This data is from Catalyst prediction with 721,799 reactions and 888 catalyst types from USPTO. The task is: Predict which catalyst facilitates the given reaction. (1) Reactant: [CH:1]1([CH:6]=[C:7]([C:18]2[NH:31][C:21]3=[N:22][CH:23]=[C:24]([O:26][CH2:27][CH2:28][O:29][CH3:30])[CH:25]=[C:20]3[CH:19]=2)[C:8]2[CH:13]=[CH:12][C:11]([S:14]([CH3:17])(=[O:16])=[O:15])=[CH:10][CH:9]=2)[CH2:5][CH2:4][CH2:3][CH2:2]1. Product: [CH:1]1([CH2:6][CH:7]([C:18]2[NH:31][C:21]3=[N:22][CH:23]=[C:24]([O:26][CH2:27][CH2:28][O:29][CH3:30])[CH:25]=[C:20]3[CH:19]=2)[C:8]2[CH:13]=[CH:12][C:11]([S:14]([CH3:17])(=[O:16])=[O:15])=[CH:10][CH:9]=2)[CH2:5][CH2:4][CH2:3][CH2:2]1. The catalyst class is: 43. (2) Reactant: Br[C:2]1[CH:3]=[C:4]2[C:8](=[CH:9][CH:10]=1)[NH:7][C:6]1[C:11]([CH2:15][CH2:16][CH3:17])=[N:12][CH:13]=[CH:14][C:5]2=1.[O:18]1[C:22]2[CH:23]=[CH:24][C:25](B(O)O)=[CH:26][C:21]=2[CH2:20][CH2:19]1.C(=O)([O-])[O-].[K+].[K+]. Product: [O:18]1[C:22]2[CH:23]=[CH:24][C:25]([C:2]3[CH:3]=[C:4]4[C:8](=[CH:9][CH:10]=3)[NH:7][C:6]3[C:11]([CH2:15][CH2:16][CH3:17])=[N:12][CH:13]=[CH:14][C:5]4=3)=[CH:26][C:21]=2[CH2:20][CH2:19]1. The catalyst class is: 70. (3) Reactant: [Cl:1][C:2]1[CH:3]=[C:4]([S:9]([NH:12][C:13]2[C:14]([O:20][C:21]3[CH:26]=[CH:25][C:24]([C:27]#[N:28])=[CH:23][CH:22]=3)=[N:15][CH:16]=[C:17]([Cl:19])[CH:18]=2)(=[O:11])=[O:10])[CH:5]=[CH:6][C:7]=1[Cl:8].[N-:29]=[N+:30]=[N-:31].[Na+].[Cl-].[NH4+]. Product: [Cl:1][C:2]1[CH:3]=[C:4]([S:9]([NH:12][C:13]2[C:14]([O:20][C:21]3[CH:26]=[CH:25][C:24]([C:27]4[NH:31][N:30]=[N:29][N:28]=4)=[CH:23][CH:22]=3)=[N:15][CH:16]=[C:17]([Cl:19])[CH:18]=2)(=[O:10])=[O:11])[CH:5]=[CH:6][C:7]=1[Cl:8]. The catalyst class is: 3. (4) Reactant: [C:1]([O:4][C:5]12[CH2:9][C:7]([NH2:10])([CH2:8]1)[CH2:6]2)(=[O:3])[CH3:2].C(=O)(O)[O-].[Na+].[C:16](Cl)(=[O:18])[CH3:17]. Product: [C:1]([O:4][C:5]12[CH2:9][C:7]([NH:10][C:16](=[O:18])[CH3:17])([CH2:8]1)[CH2:6]2)(=[O:3])[CH3:2]. The catalyst class is: 3. (5) Reactant: [CH2:1]([C:3]1[N:7]([C:8]2[N:16]=[C:15]3[C:11]([N:12]=[C:13]([C:18]4([O:22][CH3:23])[CH2:21][NH:20][CH2:19]4)[N:14]3[CH3:17])=[C:10]([N:24]3[CH2:29][CH2:28][O:27][CH2:26][CH2:25]3)[N:9]=2)[C:6]2[CH:30]=[CH:31][CH:32]=[CH:33][C:5]=2[N:4]=1)[CH3:2].[CH3:34][C:35]1([CH3:38])[CH2:37][O:36]1. Product: [CH2:1]([C:3]1[N:7]([C:8]2[N:16]=[C:15]3[C:11]([N:12]=[C:13]([C:18]4([O:22][CH3:23])[CH2:21][N:20]([CH2:34][C:35]([CH3:38])([OH:36])[CH3:37])[CH2:19]4)[N:14]3[CH3:17])=[C:10]([N:24]3[CH2:29][CH2:28][O:27][CH2:26][CH2:25]3)[N:9]=2)[C:6]2[CH:30]=[CH:31][CH:32]=[CH:33][C:5]=2[N:4]=1)[CH3:2]. The catalyst class is: 23.